This data is from Catalyst prediction with 721,799 reactions and 888 catalyst types from USPTO. The task is: Predict which catalyst facilitates the given reaction. (1) Reactant: [F:1][C:2]1[CH:3]=[CH:4][C:5]([O:31]C)=[C:6]([C:8]([CH3:30])([CH3:29])[CH2:9][C:10]([C:25]([F:28])([F:27])[F:26])([OH:24])[CH2:11][NH:12][C:13]2[CH:22]=[CH:21][CH:20]=[C:19]3[C:14]=2[CH:15]=[N:16][C:17]([CH3:23])=[N:18]3)[CH:7]=1.B(Br)(Br)Br.C(Cl)Cl.C([O-])(O)=O.[Na+]. Product: [F:1][C:2]1[CH:3]=[CH:4][C:5]([OH:31])=[C:6]([C:8]([CH3:29])([CH3:30])[CH2:9][C:10]([C:25]([F:26])([F:27])[F:28])([OH:24])[CH2:11][NH:12][C:13]2[CH:22]=[CH:21][CH:20]=[C:19]3[C:14]=2[CH:15]=[N:16][C:17]([CH3:23])=[N:18]3)[CH:7]=1. The catalyst class is: 2. (2) Reactant: [Cl:1][CH2:2][CH2:3][CH2:4][OH:5].[N+](=[CH:8][C:9]([O:11][CH2:12][CH3:13])=[O:10])=[N-].B(F)(F)F.CCOCC. Product: [Cl:1][CH2:2][CH2:3][CH2:4][O:5][CH2:8][C:9]([O:11][CH2:12][CH3:13])=[O:10]. The catalyst class is: 2.